From a dataset of Full USPTO retrosynthesis dataset with 1.9M reactions from patents (1976-2016). Predict the reactants needed to synthesize the given product. (1) Given the product [CH3:1][C:2]([CH3:13])([CH2:5][N:6]1[CH2:11][CH2:10][CH2:9][CH2:8][CH2:7]1)[CH2:3][NH2:4], predict the reactants needed to synthesize it. The reactants are: [CH3:1][C:2]([CH3:13])([C:5](=O)[N:6]1[CH2:11][CH2:10][CH2:9][CH2:8][CH2:7]1)[C:3]#[N:4].[H-].[H-].[H-].[H-].[Li+].[Al+3].[Cl-].[NH4+].C(OCC)C. (2) Given the product [Br:10][C:6]1[CH:7]=[CH:8][CH:9]=[C:4]2[C:5]=1[CH2:11][O:2][C:3]2=[O:12], predict the reactants needed to synthesize it. The reactants are: C[O:2][C:3](=[O:12])[C:4]1[CH:9]=[CH:8][CH:7]=[C:6]([Br:10])[C:5]=1[CH3:11].C(=O)(O)[O-].[Na+]. (3) Given the product [C:40]1([C:39]2[N:46]=[C:6]([C:5]3[CH:4]=[CH:3][C:2]([C:1]([O:12][CH3:13])=[O:11])=[CH:10][CH:9]=3)[O:8][N:38]=2)[CH:45]=[CH:44][CH:43]=[CH:42][CH:41]=1, predict the reactants needed to synthesize it. The reactants are: [C:1]([O:12][CH3:13])(=[O:11])[C:2]1[CH:10]=[CH:9][C:5]([C:6]([O-:8])=O)=[CH:4][CH:3]=1.C(Cl)CCl.C1C=CC2N(O)N=NC=2C=1.CCN(C(C)C)C(C)C.O[NH:38][C:39](=[NH:46])[C:40]1[CH:45]=[CH:44][CH:43]=[CH:42][CH:41]=1.